This data is from Full USPTO retrosynthesis dataset with 1.9M reactions from patents (1976-2016). The task is: Predict the reactants needed to synthesize the given product. Given the product [CH2:12]([O:19][C:20]([NH:22][CH:23]([CH:28]([S:1][CH2:2][CH2:3][NH:4][C:5]([O:6][C:7]([CH3:8])([CH3:10])[CH3:9])=[O:11])[C:29]1[CH:34]=[CH:33][CH:32]=[CH:31][CH:30]=1)[C:24]([O:26][CH3:27])=[O:25])=[O:21])[C:13]1[CH:14]=[CH:15][CH:16]=[CH:17][CH:18]=1, predict the reactants needed to synthesize it. The reactants are: [SH:1][CH2:2][CH2:3][NH:4][C:5](=[O:11])[O:6][C:7]([CH3:10])([CH3:9])[CH3:8].[CH2:12]([O:19][C:20]([NH:22]/[C:23](=[CH:28]\[C:29]1[CH:34]=[CH:33][CH:32]=[CH:31][CH:30]=1)/[C:24]([O:26][CH3:27])=[O:25])=[O:21])[C:13]1[CH:18]=[CH:17][CH:16]=[CH:15][CH:14]=1.C(N(CC)CC)C.